Task: Predict the reactants needed to synthesize the given product.. Dataset: Full USPTO retrosynthesis dataset with 1.9M reactions from patents (1976-2016) (1) Given the product [Cl:1][C:2]1[C:3]([O:12][C:13]2[CH:18]=[C:17]([O:19][CH:20]([CH3:21])[CH3:22])[CH:16]=[CH:15][C:14]=2[CH2:23][CH2:24][CH2:25][O:26][C:35]2[CH:36]=[C:37]([CH2:38][CH2:39][C:40]([OH:42])=[O:41])[N:33]([CH:27]3[CH2:32][CH2:31][CH2:30][CH2:29][CH2:28]3)[N:34]=2)=[N:4][CH:5]=[C:6]([C:8]([F:11])([F:10])[F:9])[CH:7]=1, predict the reactants needed to synthesize it. The reactants are: [Cl:1][C:2]1[C:3]([O:12][C:13]2[CH:18]=[C:17]([O:19][CH:20]([CH3:22])[CH3:21])[CH:16]=[CH:15][C:14]=2[CH2:23][CH2:24][CH2:25][OH:26])=[N:4][CH:5]=[C:6]([C:8]([F:11])([F:10])[F:9])[CH:7]=1.[CH:27]1([N:33]2[C:37]([CH2:38][CH2:39][C:40]([O:42]CC)=[O:41])=[CH:36][C:35](O)=[N:34]2)[CH2:32][CH2:31][CH2:30][CH2:29][CH2:28]1.C(P(CCCC)CCCC)CCC.N(C(N1CCCCC1)=O)=NC(N1CCCCC1)=O.O1CCCC1CO.[OH-].[Na+].Cl. (2) Given the product [C:9]([O:8][C:6](=[O:7])[CH2:5][CH:4]([CH2:13][CH:14]([CH3:15])[CH3:16])[C:3]([OH:17])=[O:2])([CH3:12])([CH3:11])[CH3:10], predict the reactants needed to synthesize it. The reactants are: C[O:2][C:3](=[O:17])[CH:4]([CH2:13][CH:14]([CH3:16])[CH3:15])[CH2:5][C:6]([O:8][C:9]([CH3:12])([CH3:11])[CH3:10])=[O:7]. (3) Given the product [ClH:40].[NH2:7][C@H:8]([CH2:29][C:30]1[CH:35]=[C:34]([F:36])[C:33]([F:37])=[CH:32][C:31]=1[F:38])[CH2:9][C:10]([N:11]1[CH2:15][CH2:14][CH2:13][C@H:12]1[C:16]1[N:20]=[C:19]([C:21]2([C:24]([F:27])([F:26])[F:25])[CH2:22][CH2:23]2)[O:18][N:17]=1)=[O:28], predict the reactants needed to synthesize it. The reactants are: C(OC(=O)[NH:7][C@H:8]([CH2:29][C:30]1[CH:35]=[C:34]([F:36])[C:33]([F:37])=[CH:32][C:31]=1[F:38])[CH2:9][C:10](=[O:28])[N:11]1[CH2:15][CH2:14][CH2:13][C@H:12]1[C:16]1[N:20]=[C:19]([C:21]2([C:24]([F:27])([F:26])[F:25])[CH2:23][CH2:22]2)[O:18][N:17]=1)(C)(C)C.[ClH:40]. (4) Given the product [CH:23]1([CH2:24][NH:26][C:17]([C:15]2[S:16][C:12]([C:9]3[CH:10]=[CH:11][N:6]4[N:5]=[CH:4][C:3]([CH:1]=[O:2])=[C:7]4[N:8]=3)=[CH:13][CH:14]=2)=[O:19])[CH2:21][CH2:22]1, predict the reactants needed to synthesize it. The reactants are: [CH:1]([C:3]1[CH:4]=[N:5][N:6]2[CH:11]=[CH:10][C:9]([C:12]3[S:16][C:15]([C:17]([OH:19])=O)=[CH:14][CH:13]=3)=[N:8][C:7]=12)=[O:2].C1[CH:21]=[CH:22][C:23]2N(O)N=[N:26][C:24]=2C=1.C(N(CC)CC)C.C1(CN)CC1.C(Cl)CCl. (5) Given the product [C:10]([Si:7]([CH3:9])([CH3:8])[O:6][CH2:5][C:4]1[CH:3]=[C:2]([B:20]2[O:24][C:23]([CH3:26])([CH3:25])[C:22]([CH3:28])([CH3:27])[O:21]2)[CH:16]=[C:15]([N+:17]([O-:19])=[O:18])[CH:14]=1)([CH3:13])([CH3:12])[CH3:11], predict the reactants needed to synthesize it. The reactants are: Br[C:2]1[CH:3]=[C:4]([CH:14]=[C:15]([N+:17]([O-:19])=[O:18])[CH:16]=1)[CH2:5][O:6][Si:7]([C:10]([CH3:13])([CH3:12])[CH3:11])([CH3:9])[CH3:8].[B:20]1([B:20]2[O:24][C:23]([CH3:26])([CH3:25])[C:22]([CH3:28])([CH3:27])[O:21]2)[O:24][C:23]([CH3:26])([CH3:25])[C:22]([CH3:28])([CH3:27])[O:21]1.C([O-])(=O)C.[K+]. (6) Given the product [Cl:25][C:26]1[CH:34]=[C:33]([C:35]2[CH:36]=[CH:37][C:38]3[N:39]([C:41]([CH2:44][O:45][C:46]4[C:55]5[C:50](=[CH:51][C:52]([O:56][CH3:57])=[CH:53][CH:54]=5)[N:49]=[CH:48][CH:47]=4)=[N:42][N:43]=3)[N:40]=2)[CH:32]=[CH:31][C:27]=1[C:28]1[O:29][N:15]=[C:10]([CH3:11])[N:9]=1, predict the reactants needed to synthesize it. The reactants are: CN(C(O[N:9]1N=N[C:11]2C=CC=[N:15][C:10]1=2)=[N+](C)C)C.F[P-](F)(F)(F)(F)F.[Cl:25][C:26]1[CH:34]=[C:33]([C:35]2[CH:36]=[CH:37][C:38]3[N:39]([C:41]([CH2:44][O:45][C:46]4[C:55]5[C:50](=[CH:51][C:52]([O:56][CH3:57])=[CH:53][CH:54]=5)[N:49]=[CH:48][CH:47]=4)=[N:42][N:43]=3)[N:40]=2)[CH:32]=[CH:31][C:27]=1[C:28](O)=[O:29].CCN(C(C)C)C(C)C.O/N=C(\N)/C. (7) Given the product [CH3:41][O:40][C:24]1[CH:25]=[C:26]([O:29][CH2:30][CH2:31][CH2:32][O:33][C:34]2[CH:35]=[CH:36][CH:37]=[CH:38][CH:39]=2)[CH:27]=[CH:28][C:23]=1[CH2:22][CH2:21][NH:20][C:18]([N:15]1[CH2:16][CH2:17][CH:12]([NH:11][C:10]2[CH:9]=[CH:8][C:7]([CH2:6][CH2:5][NH:4][CH2:72][C@H:70]([OH:71])[CH2:69][O:68][C:65]3[CH:66]=[CH:67][C:62]([OH:61])=[CH:63][CH:64]=3)=[CH:43][CH:42]=2)[CH2:13][CH2:14]1)=[O:19], predict the reactants needed to synthesize it. The reactants are: C(O)=O.[NH2:4][CH2:5][CH2:6][C:7]1[CH:43]=[CH:42][C:10]([NH:11][CH:12]2[CH2:17][CH2:16][N:15]([C:18]([NH:20][CH2:21][CH2:22][C:23]3[CH:28]=[CH:27][C:26]([O:29][CH2:30][CH2:31][CH2:32][O:33][C:34]4[CH:39]=[CH:38][CH:37]=[CH:36][CH:35]=4)=[CH:25][C:24]=3[O:40][CH3:41])=[O:19])[CH2:14][CH2:13]2)=[CH:9][CH:8]=1.C([Si]([O:61][C:62]1[CH:67]=[CH:66][C:65]([O:68][CH2:69][CH:70]2[CH2:72][O:71]2)=[CH:64][CH:63]=1)(C1C=CC=CC=1)C1C=CC=CC=1)(C)(C)C.